This data is from Catalyst prediction with 721,799 reactions and 888 catalyst types from USPTO. The task is: Predict which catalyst facilitates the given reaction. (1) Reactant: CC([N:5]([C@@H:9]([C:13]1[CH:18]=[CH:17][C:16]([Cl:19])=[CH:15][CH:14]=1)[CH2:10][CH2:11][NH2:12])C(=O)[O-])(C)C. Product: [Cl:19][C:16]1[CH:15]=[CH:14][C:13]([C@H:9]([NH2:5])[CH2:10][CH2:11][NH2:12])=[CH:18][CH:17]=1. The catalyst class is: 89. (2) Reactant: [CH:1]1([CH2:7][CH2:8][CH2:9][CH2:10][C:11]2[N:15]([CH2:16][CH2:17][OH:18])[C:14]3[CH:19]=[CH:20][CH:21]=[CH:22][C:13]=3[N:12]=2)[CH2:6][CH2:5][CH2:4][CH2:3][CH2:2]1.CCN(CC)CC.[CH3:30][S:31](Cl)(=[O:33])=[O:32]. Product: [CH3:30][S:31]([O:18][CH2:17][CH2:16][N:15]1[C:14]2[CH:19]=[CH:20][CH:21]=[CH:22][C:13]=2[N:12]=[C:11]1[CH2:10][CH2:9][CH2:8][CH2:7][CH:1]1[CH2:6][CH2:5][CH2:4][CH2:3][CH2:2]1)(=[O:33])=[O:32]. The catalyst class is: 2. (3) Reactant: [CH3:1][C:2]1[C:3]([NH:12][CH:13]([C:17]2[CH:27]=[CH:26][C:20]([C:21]([O:23]CC)=[O:22])=[CH:19][CH:18]=2)[CH2:14][CH2:15][CH3:16])=[N:4][C:5]2[C:10]([CH:11]=1)=[CH:9][CH:8]=[CH:7][CH:6]=2.[OH-].[Na+]. Product: [CH3:1][C:2]1[C:3]([NH:12][CH:13]([C:17]2[CH:18]=[CH:19][C:20]([C:21]([OH:23])=[O:22])=[CH:26][CH:27]=2)[CH2:14][CH2:15][CH3:16])=[N:4][C:5]2[C:10]([CH:11]=1)=[CH:9][CH:8]=[CH:7][CH:6]=2. The catalyst class is: 83. (4) Reactant: [CH3:1][N:2]1[CH2:7][CH2:6][C:5](=[O:8])[CH2:4][CH2:3]1.[N+:9]([CH3:12])([O-:11])=[O:10].CO[Na]. Product: [CH3:1][N:2]1[CH2:7][CH2:6][C:5]([CH2:12][N+:9]([O-:11])=[O:10])([OH:8])[CH2:4][CH2:3]1. The catalyst class is: 14. (5) Reactant: [Cl:1][C:2]1[CH:3]=[C:4]([C:9]2([C:24]([F:27])([F:26])[F:25])[O:13][N:12]=[C:11]([C:14]3[CH:19]=[CH:18][C:17]([CH:20]([OH:22])[CH3:21])=[C:16]([CH3:23])[CH:15]=3)[CH2:10]2)[CH:5]=[C:6]([Cl:8])[CH:7]=1.C([O-])(O)=O.[Na+]. Product: [Cl:1][C:2]1[CH:3]=[C:4]([C:9]2([C:24]([F:26])([F:25])[F:27])[O:13][N:12]=[C:11]([C:14]3[CH:19]=[CH:18][C:17]([C:20](=[O:22])[CH3:21])=[C:16]([CH3:23])[CH:15]=3)[CH2:10]2)[CH:5]=[C:6]([Cl:8])[CH:7]=1. The catalyst class is: 2. (6) Reactant: [CH2:1]1[CH2:6][CH:5]([C:7]([OH:9])=[O:8])[NH:4][CH2:3][CH2:2]1.[C:10](OC(=O)C)(=[O:12])C.O. The catalyst class is: 106. Product: [CH:10]([N:4]1[CH2:3][CH2:2][CH2:1][CH2:6][CH:5]1[C:7]([OH:9])=[O:8])=[O:12]. (7) Reactant: [Br:1][C:2]1[CH:9]=[CH:8][C:5]([CH:6]=[O:7])=[C:4]([O:10][C:11]2[CH:16]=[CH:15][C:14]([Cl:17])=[C:13]([CH3:18])[C:12]=2[CH3:19])[CH:3]=1.O.[C:21]1(C)C=CC(S(O)(=O)=O)=CC=1.[C:32]([O-:35])([O-])=O.[Na+].[Na+]. Product: [Br:1][C:2]1[CH:9]=[CH:8][C:5]([CH:6]([O:35][CH3:32])[O:7][CH3:21])=[C:4]([CH:3]=1)[O:10][C:11]1[CH:16]=[CH:15][C:14]([Cl:17])=[C:13]([CH3:18])[C:12]=1[CH3:19]. The catalyst class is: 5. (8) Reactant: [Cl:1][C:2]1[CH:3]=[C:4]([C@H:9]([NH:12][C:13](=[O:19])[O:14][C:15]([CH3:18])([CH3:17])[CH3:16])[CH2:10][OH:11])[CH:5]=[CH:6][C:7]=1[F:8].C(Cl)Cl.[CH3:23][S:24](Cl)(=[O:26])=[O:25]. Product: [CH3:23][S:24]([O:11][CH2:10][C@@H:9]([NH:12][C:13]([O:14][C:15]([CH3:16])([CH3:18])[CH3:17])=[O:19])[C:4]1[CH:5]=[CH:6][C:7]([F:8])=[C:2]([Cl:1])[CH:3]=1)(=[O:26])=[O:25]. The catalyst class is: 6. (9) Reactant: [NH2:1][C:2]1[CH:7]=[CH:6][C:5]([OH:8])=[C:4]([F:9])[CH:3]=1.CC(C)([O-])C.[K+].[C:16]([O:20][C:21](=[O:44])[N:22]([CH2:27][C:28]1[CH:29]=[N:30][C:31]([C:34]2[S:42][C:41]3[C:36](=[N:37][CH:38]=[CH:39][C:40]=3Cl)[CH:35]=2)=[CH:32][CH:33]=1)[CH2:23][CH2:24][O:25][CH3:26])([CH3:19])([CH3:18])[CH3:17]. Product: [C:16]([O:20][C:21](=[O:44])[N:22]([CH2:27][C:28]1[CH:29]=[N:30][C:31]([C:34]2[S:42][C:41]3[C:36](=[N:37][CH:38]=[CH:39][C:40]=3[O:8][C:5]3[CH:6]=[CH:7][C:2]([NH2:1])=[CH:3][C:4]=3[F:9])[CH:35]=2)=[CH:32][CH:33]=1)[CH2:23][CH2:24][O:25][CH3:26])([CH3:19])([CH3:17])[CH3:18]. The catalyst class is: 58. (10) Reactant: [C:1]([C:5]1[C:10](=[O:11])[N:9]([CH2:12][C:13]([O:15]C)=[O:14])[C:8]2[N:17]=[C:18]([O:21][CH3:22])[CH:19]=[CH:20][C:7]=2[N:6]=1)([CH3:4])([CH3:3])[CH3:2].[OH-].[Na+]. Product: [C:1]([C:5]1[C:10](=[O:11])[N:9]([CH2:12][C:13]([OH:15])=[O:14])[C:8]2[N:17]=[C:18]([O:21][CH3:22])[CH:19]=[CH:20][C:7]=2[N:6]=1)([CH3:4])([CH3:2])[CH3:3]. The catalyst class is: 24.